Dataset: Catalyst prediction with 721,799 reactions and 888 catalyst types from USPTO. Task: Predict which catalyst facilitates the given reaction. (1) Reactant: [NH2:1][C:2]1[C:3]([F:14])=[C:4]([CH2:9][C:10]([O:12][CH3:13])=[O:11])[C:5]([F:8])=[CH:6][CH:7]=1.CC(O)=O.[CH:19]([C:21]1[CH:26]=[CH:25][CH:24]=[CH:23][N:22]=1)=[CH2:20]. Product: [N:22]1[CH:23]=[CH:24][CH:25]=[CH:26][C:21]=1[CH2:19][CH2:20][NH:1][C:2]1[C:3]([F:14])=[C:4]([CH2:9][C:10]([O:12][CH3:13])=[O:11])[C:5]([F:8])=[CH:6][CH:7]=1. The catalyst class is: 5. (2) The catalyst class is: 1. Product: [O:3]1[CH2:4][CH2:5][CH2:6][O:1][CH:2]1[C:7]1[CH:12]=[CH:11][C:10]([C:13]2[S:14][C:15]3[C:20]([N:21]=2)=[CH:19][CH:18]=[C:17]([C:22]([CH:29]2[CH2:32][C:31]([F:34])([F:33])[CH2:30]2)=[CH2:23])[N:16]=3)=[C:9]([F:35])[CH:8]=1. Reactant: [O:1]1[CH2:6][CH2:5][CH2:4][O:3][CH:2]1[C:7]1[CH:12]=[CH:11][C:10]([C:13]2[S:14][C:15]3[C:20]([N:21]=2)=[CH:19][CH:18]=[C:17]([C:22]([CH:29]2[CH2:32][C:31]([F:34])([F:33])[CH2:30]2)(O)[CH2:23][Si](C)(C)C)[N:16]=3)=[C:9]([F:35])[CH:8]=1.[H-].[K+]. (3) Reactant: [Cr]([O-])(OCl)(=O)=O.[NH+]1C=CC=CC=1.[OH:13][CH:14]1[CH2:17][CH:16]([S:18]([O:21][CH2:22][CH2:23][CH2:24][CH3:25])(=[O:20])=[O:19])[CH2:15]1.C(OCC)(=O)C. Product: [O:13]=[C:14]1[CH2:17][CH:16]([S:18]([O:21][CH2:22][CH2:23][CH2:24][CH3:25])(=[O:20])=[O:19])[CH2:15]1. The catalyst class is: 635. (4) Reactant: CS(O)(=O)=O.[CH3:6][CH:7]1[CH2:12][CH2:11][CH2:10][CH2:9][C:8]1=[O:13].[N-:14]=[N+]=[N-].[Na+]. Product: [CH3:6][CH:7]1[NH:14][C:8](=[O:13])[CH2:9][CH2:10][CH2:11][CH2:12]1. The catalyst class is: 57. (5) Reactant: C1(=O)[NH:5][C:4](=O)[C:3]2=CC=[CH:9][CH:10]=[C:2]12.[CH2:23]([Sn]([CH2:23][CH2:24][CH2:25][CH3:26])([CH2:23][CH2:24][CH2:25][CH3:26])C=C)[CH2:24][CH2:25][CH3:26].O1CCO[CH2:29][CH2:28]1. Product: [CH:28]([C:23]1[CH:24]=[CH:25][C:26]2[C:4](=[CH:3][CH:2]=[CH:10][CH:9]=2)[N:5]=1)=[CH2:29]. The catalyst class is: 73. (6) Reactant: [Cl-].COC[P+](C1C=CC=CC=1)(C1C=CC=CC=1)C1C=CC=CC=1.C(O[K])(C)(C)C.[CH2:30]([CH2:33][O:34][CH3:35])OC.C1(C)C=CC=CC=1.[CH3:43][C:44]1[N:49]([C:50]2[CH:55]=[CH:54][CH:53]=[C:52]([C:56]([F:59])([F:58])[F:57])[CH:51]=2)[C:48](=[O:60])[N:47]([C@H:61](C)[CH:62]=O)[C:46](=[O:65])[C:45]=1[C:66]1[N:70]([C:71]2[CH:78]=[CH:77][C:74]([C:75]#[N:76])=[CH:73][CH:72]=2)[N:69]=[CH:68][CH:67]=1. Product: [CH3:35][O:34][CH:33]=[CH:30][C@H:61]([N:47]1[C:46](=[O:65])[C:45]([C:66]2[N:70]([C:71]3[CH:72]=[CH:73][C:74]([C:75]#[N:76])=[CH:77][CH:78]=3)[N:69]=[CH:68][CH:67]=2)=[C:44]([CH3:43])[N:49]([C:50]2[CH:55]=[CH:54][CH:53]=[C:52]([C:56]([F:59])([F:57])[F:58])[CH:51]=2)[C:48]1=[O:60])[CH3:62]. The catalyst class is: 84. (7) Reactant: [O:1]=[C:2]1[CH:6]=[CH:5][C:4](=[O:7])[N:3]1[CH2:8][CH2:9][C:10]([CH3:23])([CH3:22])[C:11]([NH:13][NH:14]C(OC(C)(C)C)=O)=[O:12].[F:24][C:25]([F:30])([F:29])[C:26]([OH:28])=[O:27]. Product: [F:24][C:25]([F:30])([F:29])[C:26]([OH:28])=[O:27].[O:7]=[C:4]1[CH:5]=[CH:6][C:2](=[O:1])[N:3]1[CH2:8][CH2:9][C:10]([CH3:23])([CH3:22])[C:11]([NH:13][NH2:14])=[O:12]. The catalyst class is: 4. (8) Reactant: [O:1]1[CH2:6][CH2:5][N:4]([CH2:7][C:8]([OH:10])=O)[CH2:3][CH2:2]1.CCN=C=NCCCN(C)C.Cl.[F:23][C:24]([F:66])([F:65])[C:25]1[CH:26]=[C:27]([CH:62]=[CH:63][CH:64]=1)[CH2:28][NH:29][C:30](=[O:61])[C:31]1[CH:36]=[CH:35][N:34]=[C:33]([C:37]2[CH:42]=[C:41]([N:43]3[CH2:48][CH2:47][CH2:46][CH2:45][CH2:44]3)[CH:40]=[CH:39][C:38]=2[NH:49][C:50](=[O:60])[C:51]2[CH:56]=[CH:55][CH:54]=[C:53]([CH2:57][NH:58][CH3:59])[CH:52]=2)[CH:32]=1. Product: [CH3:59][N:58]([CH2:57][C:53]1[CH:52]=[C:51]([CH:56]=[CH:55][CH:54]=1)[C:50]([NH:49][C:38]1[CH:39]=[CH:40][C:41]([N:43]2[CH2:48][CH2:47][CH2:46][CH2:45][CH2:44]2)=[CH:42][C:37]=1[C:33]1[CH:32]=[C:31]([CH:36]=[CH:35][N:34]=1)[C:30]([NH:29][CH2:28][C:27]1[CH:62]=[CH:63][CH:64]=[C:25]([C:24]([F:65])([F:23])[F:66])[CH:26]=1)=[O:61])=[O:60])[C:8](=[O:10])[CH2:7][N:4]1[CH2:3][CH2:2][O:1][CH2:6][CH2:5]1. The catalyst class is: 112. (9) Reactant: Cl[C:2]1[CH:7]=[CH:6][N:5]=[C:4]([S:8][CH3:9])[N:3]=1.[O:10]1[C:14]2[CH:15]=[CH:16][CH:17]=[CH:18][C:13]=2[CH:12]=[C:11]1B(O)O.C([O-])([O-])=O.[Na+].[Na+]. Product: [O:10]1[C:11]2=[CH:12][CH:13]=[CH:18][C:17]2=[CH:16][CH:15]=[C:14]1[C:2]1[CH:7]=[CH:6][N:5]=[C:4]([S:8][CH3:9])[N:3]=1. The catalyst class is: 755. (10) Reactant: [C:1]([CH:5]1[CH2:12][CH2:11][CH2:10][C:9](=[CH:13][C:14](OCC)=[O:15])[CH:8]([O:19][SiH:20]([CH3:22])[CH3:21])[CH2:7][CH2:6]1)([CH3:4])([CH3:3])[CH3:2].N1C=CN=C1.C([Si](Cl)(C)C)(C)(C)C.C(=O)(O)[O-].[Na+]. Product: [C:1]([CH:5]1[CH2:12][CH2:11][CH2:10][C:9](=[CH:13][CH2:14][OH:15])[CH:8]([O:19][SiH:20]([CH3:22])[CH3:21])[CH2:7][CH2:6]1)([CH3:4])([CH3:2])[CH3:3]. The catalyst class is: 9.